Dataset: Forward reaction prediction with 1.9M reactions from USPTO patents (1976-2016). Task: Predict the product of the given reaction. Given the reactants [N:1]1([C:7](OC(C)(C)C)=O)[CH2:6][CH2:5][NH:4][CH2:3][CH2:2]1.[C:14]([N:17]1[C:26]2[C:21](=[CH:22][C:23]([C:27]3[S:28][C:29](C=O)=[CH:30][N:31]=3)=[CH:24][CH:25]=2)[C@H:20]([NH:34][C:35](=[O:40])[O:36][CH:37]([CH3:39])[CH3:38])[CH2:19][C@@H:18]1[CH3:41])(=[O:16])[CH3:15].C(O[BH-](OC(=O)C)OC(=O)C)(=O)C.[Na+].C([O-])(O)=O.[Na+].C(O)(C(F)(F)F)=O, predict the reaction product. The product is: [C:14]([N:17]1[C:26]2[C:21](=[CH:22][C:23]([C:27]3[S:28][C:29]([CH2:7][N:1]4[CH2:2][CH2:3][NH:4][CH2:5][CH2:6]4)=[CH:30][N:31]=3)=[CH:24][CH:25]=2)[C@H:20]([NH:34][C:35](=[O:40])[O:36][CH:37]([CH3:38])[CH3:39])[CH2:19][C@@H:18]1[CH3:41])(=[O:16])[CH3:15].